Dataset: Catalyst prediction with 721,799 reactions and 888 catalyst types from USPTO. Task: Predict which catalyst facilitates the given reaction. (1) Reactant: [Cl:1][C:2]1[C:3]([C:9]([O:11]C)=[O:10])=[N:4][C:5]([CH3:8])=[CH:6][CH:7]=1.[OH-].[Li+:14]. Product: [Li+:14].[Cl:1][C:2]1[C:3]([C:9]([O-:11])=[O:10])=[N:4][C:5]([CH3:8])=[CH:6][CH:7]=1. The catalyst class is: 40. (2) Reactant: CS(O[CH2:6][CH2:7][C:8]1[C:17]2[C:12](=[CH:13][CH:14]=[C:15]([O:18][CH3:19])[CH:16]=2)[CH:11]=[CH:10][CH:9]=1)(=O)=O.[K].CCSC(N(CC(C)C)CC(C)C)=O. Product: [CH3:19][O:18][C:15]1[CH:16]=[C:17]2[C:12]([CH:11]=[CH:10][CH:9]=[C:8]2[CH:7]=[CH2:6])=[CH:13][CH:14]=1. The catalyst class is: 30. (3) Reactant: [Cl:1][C:2]1[C:3](=[O:11])[N:4]([CH2:9]C)[C:5](=[O:8])[C:6]=1Cl.[CH3:12][NH:13][CH3:14]. Product: [Cl:1][C:2]1[C:3](=[O:11])[N:4]([CH3:9])[C:5](=[O:8])[C:6]=1[N:13]([CH3:14])[CH3:12]. The catalyst class is: 7.